Dataset: Forward reaction prediction with 1.9M reactions from USPTO patents (1976-2016). Task: Predict the product of the given reaction. Given the reactants [CH3:1]/[C:2](/[CH2:6][CH2:7][CH:8]=[C:9]([CH3:11])[CH3:10])=[CH:3]\[CH2:4][OH:5].CC(C)[O-].[Al+3].CC(C)[O-].CC(C)[O-].[N+](C1C=CC=CC=1C=O)([O-])=O.Cl, predict the reaction product. The product is: [CH3:1]/[C:2](/[CH2:6][CH2:7][CH:8]=[C:9]([CH3:11])[CH3:10])=[CH:3]\[CH:4]=[O:5].